From a dataset of Full USPTO retrosynthesis dataset with 1.9M reactions from patents (1976-2016). Predict the reactants needed to synthesize the given product. (1) Given the product [Cl:31][C:32]1[CH:39]=[CH:38][CH:37]=[C:36]([Cl:40])[C:33]=1[CH2:34][O:27][CH2:26][CH2:25][O:24][CH2:23][CH2:22][CH2:21][CH2:20][CH2:19][CH2:18][N:14]1[CH2:13][C@@H:12]([C:10]2[CH:9]=[CH:8][C:6]3[O:7][C:2]([CH3:28])([CH3:1])[O:3][CH2:4][C:5]=3[CH:11]=2)[O:16][C:15]1=[O:17], predict the reactants needed to synthesize it. The reactants are: [CH3:1][C:2]1([CH3:28])[O:7][C:6]2[CH:8]=[CH:9][C:10]([C@H:12]3[O:16][C:15](=[O:17])[N:14]([CH2:18][CH2:19][CH2:20][CH2:21][CH2:22][CH2:23][O:24][CH2:25][CH2:26][OH:27])[CH2:13]3)=[CH:11][C:5]=2[CH2:4][O:3]1.[H-].[Na+].[Cl:31][C:32]1[CH:39]=[CH:38][CH:37]=[C:36]([Cl:40])[C:33]=1[CH2:34]Br.P([O-])([O-])([O-])=O. (2) Given the product [F:52][C:40]1[CH:41]=[C:42]([N:45]2[CH:50]=[CH:49][CH:48]=[CH:47][C:46]2=[O:51])[CH:43]=[CH:44][C:39]=1[NH:38][C:37]([N:8]1[CH2:12][CH2:11][C@H:10]([CH2:13][NH:14][C:15]([C:17]2[NH:18][C:19]3[C:24]([CH:25]=2)=[CH:23][C:22]([Cl:26])=[CH:21][CH:20]=3)=[O:16])[CH2:9]1)=[O:36], predict the reactants needed to synthesize it. The reactants are: FC(F)(F)C(O)=O.[NH:8]1[CH2:12][CH2:11][C@H:10]([CH2:13][NH:14][C:15]([C:17]2[NH:18][C:19]3[C:24]([CH:25]=2)=[CH:23][C:22]([Cl:26])=[CH:21][CH:20]=3)=[O:16])[CH2:9]1.[N+](C1C=CC([O:36][C:37](=O)[NH:38][C:39]2[CH:44]=[CH:43][C:42]([N:45]3[CH:50]=[CH:49][CH:48]=[CH:47][C:46]3=[O:51])=[CH:41][C:40]=2[F:52])=CC=1)([O-])=O. (3) Given the product [CH3:52][CH:51]([CH3:53])[CH:47]([NH:46][C:44](=[O:45])[O:43][CH3:42])[C:32](=[O:33])[N:28]1[CH2:29][CH2:30][CH2:31][C@H:27]1[C:25]1[NH:26][C:22]([C:18]2[CH:17]=[C:16]3[C:21]([C:12]4[CH:13]=[CH:39][C:9]([B:4]5[O:3][C:2]([CH3:1])([CH3:40])[C:6]([CH3:7])([CH3:8])[O:5]5)=[CH:10][C:11]=4[CH2:14][O:15]3)=[CH:20][CH:19]=2)=[CH:23][N:24]=1, predict the reactants needed to synthesize it. The reactants are: [CH3:1][C:2]1([CH3:40])[C:6]([CH3:8])([CH3:7])[O:5][B:4]([C:9]2[CH:10]=[CH:11][C:12]3[C:21]4[C:16](=[CH:17][C:18]([C:22]5[NH:26][C:25]([C@@H:27]6[CH2:31][CH2:30][CH2:29][N:28]6[C:32](OC(C)(C)C)=[O:33])=[N:24][CH:23]=5)=[CH:19][CH:20]=4)[O:15][CH2:14][C:13]=3[CH:39]=2)[O:3]1.Cl.[CH3:42][O:43][C:44]([NH:46][CH:47]([CH:51]([CH3:53])[CH3:52])C(O)=O)=[O:45].CN(C(ON1N=NC2C=CC=NC1=2)=[N+](C)C)C.F[P-](F)(F)(F)(F)F.C(N(C(C)C)CC)(C)C. (4) Given the product [C:1]([O:5][C:6](=[O:7])[NH:8][CH:9]([C:10]1[NH:23][NH:24][C:12](=[O:13])[C:11]=1[CH2:18][CH3:19])[CH3:21])([CH3:4])([CH3:3])[CH3:2], predict the reactants needed to synthesize it. The reactants are: [C:1]([O:5][C:6]([NH:8][CH:9]([CH3:21])[C:10](=O)[CH:11]([CH2:18][CH3:19])[C:12](OC(C)C)=[O:13])=[O:7])([CH3:4])([CH3:3])[CH3:2].O.[NH2:23][NH2:24]. (5) Given the product [CH:7]1[C:8]2[C:12]3[CH:13]=[CH:14][CH:15]=[CH:16][C:11]=3[O:10][C:9]=2[C:4]([NH2:1])=[CH:5][CH:6]=1, predict the reactants needed to synthesize it. The reactants are: [N:1]([C:4]1[C:9]2[O:10][C:11]3[CH:16]=[CH:15][CH:14]=[CH:13][C:12]=3[C:8]=2[CH:7]=[CH:6][CH:5]=1)=[N+]=[N-]. (6) Given the product [ClH:1].[I:12][C:9]1[CH:10]=[C:11]2[C:6](=[CH:7][CH:8]=1)[N:5]=[CH:4][C:3]([C:13]([NH2:15])=[O:14])=[C:2]2[NH:21][C:20]1[CH:22]=[CH:23][CH:24]=[C:18]([O:17][CH3:16])[CH:19]=1, predict the reactants needed to synthesize it. The reactants are: [Cl:1][C:2]1[C:11]2[C:6](=[CH:7][CH:8]=[C:9]([I:12])[CH:10]=2)[N:5]=[CH:4][C:3]=1[C:13]([NH2:15])=[O:14].[CH3:16][O:17][C:18]1[CH:19]=[C:20]([CH:22]=[CH:23][CH:24]=1)[NH2:21].